Dataset: NCI-60 drug combinations with 297,098 pairs across 59 cell lines. Task: Regression. Given two drug SMILES strings and cell line genomic features, predict the synergy score measuring deviation from expected non-interaction effect. (1) Drug 1: C1CN(P(=O)(OC1)NCCCl)CCCl. Drug 2: C1C(C(OC1N2C=NC3=C2NC=NCC3O)CO)O. Cell line: SN12C. Synergy scores: CSS=3.09, Synergy_ZIP=-0.343, Synergy_Bliss=1.52, Synergy_Loewe=1.57, Synergy_HSA=0.140. (2) Drug 1: C1=CC(=CC=C1CCC2=CNC3=C2C(=O)NC(=N3)N)C(=O)NC(CCC(=O)O)C(=O)O. Drug 2: CN(CCCl)CCCl.Cl. Cell line: K-562. Synergy scores: CSS=50.1, Synergy_ZIP=0.626, Synergy_Bliss=1.68, Synergy_Loewe=-0.234, Synergy_HSA=4.04.